From a dataset of Catalyst prediction with 721,799 reactions and 888 catalyst types from USPTO. Predict which catalyst facilitates the given reaction. (1) Reactant: [Cl:1][C:2]1[CH:17]=[CH:16][C:5]([O:6][C:7]2[CH:15]=[CH:14][C:10]([C:11]([OH:13])=[O:12])=[CH:9][CH:8]=2)=[CH:4][C:3]=1[OH:18].[C:19](OC(=O)C)(=[O:21])[CH3:20]. Product: [C:19]([O:18][C:3]1[CH:4]=[C:5]([CH:16]=[CH:17][C:2]=1[Cl:1])[O:6][C:7]1[CH:15]=[CH:14][C:10]([C:11]([OH:13])=[O:12])=[CH:9][CH:8]=1)(=[O:21])[CH3:20]. The catalyst class is: 17. (2) Reactant: [C:1]([C:3]1[CH:4]=[C:5]([CH:36]=[CH:37][CH:38]=1)[CH2:6][N:7]([C:29]1[CH:34]=[CH:33][C:32]([OH:35])=[CH:31][CH:30]=1)[CH:8]1[CH2:13][CH2:12][N:11]([CH:14]([CH3:28])[CH2:15][CH2:16][NH:17][C:18](=[O:27])[C:19]2[C:24]([CH3:25])=[CH:23][CH:22]=[CH:21][C:20]=2[CH3:26])[CH2:10][CH2:9]1)#[N:2].CCN(CC)CC.Cl[C:47]([O:49][CH3:50])=[O:48]. Product: [CH3:50][O:49][C:47](=[O:48])[O:35][C:32]1[CH:33]=[CH:34][C:29]([N:7]([CH2:6][C:5]2[CH:36]=[CH:37][CH:38]=[C:3]([C:1]#[N:2])[CH:4]=2)[CH:8]2[CH2:13][CH2:12][N:11]([CH:14]([CH3:28])[CH2:15][CH2:16][NH:17][C:18](=[O:27])[C:19]3[C:24]([CH3:25])=[CH:23][CH:22]=[CH:21][C:20]=3[CH3:26])[CH2:10][CH2:9]2)=[CH:30][CH:31]=1. The catalyst class is: 2. (3) Reactant: [C:1]1([C:7]2[C:15]3[C:14]([NH:16][CH2:17][C@@H:18]4[CH2:22][CH2:21][CH2:20][O:19]4)=[N:13][CH:12]=[N:11][C:10]=3[NH:9][C:8]=2[Si](CC)(CC)CC)[CH:6]=[CH:5][CH:4]=[CH:3][CH:2]=1.[I:30]N1C(=O)CCC1=O. Product: [I:30][C:8]1[NH:9][C:10]2[N:11]=[CH:12][N:13]=[C:14]([NH:16][CH2:17][C@@H:18]3[CH2:22][CH2:21][CH2:20][O:19]3)[C:15]=2[C:7]=1[C:1]1[CH:6]=[CH:5][CH:4]=[CH:3][CH:2]=1. The catalyst class is: 3. (4) Reactant: [BH4-].[Na+].[C:3]([C:6]1[C:14]2[N:13]=[C:12]([CH2:15][CH:16]3[CH2:21][CH2:20][CH2:19][CH2:18][N:17]3[C:22]([C:24]3[N:25]=[C:26]([CH3:36])[S:27][C:28]=3[C:29]3[CH:34]=[CH:33][C:32]([F:35])=[CH:31][CH:30]=3)=[O:23])[NH:11][C:10]=2[CH:9]=[CH:8][CH:7]=1)(=[O:5])[CH3:4].O. Product: [F:35][C:32]1[CH:31]=[CH:30][C:29]([C:28]2[S:27][C:26]([CH3:36])=[N:25][C:24]=2[C:22]([N:17]2[CH2:18][CH2:19][CH2:20][CH2:21][CH:16]2[CH2:15][C:12]2[NH:11][C:10]3[CH:9]=[CH:8][CH:7]=[C:6]([CH:3]([OH:5])[CH3:4])[C:14]=3[N:13]=2)=[O:23])=[CH:34][CH:33]=1. The catalyst class is: 5. (5) Reactant: I[CH2:2][C@@H:3]([OH:10])[CH2:4][C:5]([O:7][CH2:8][CH3:9])=[O:6].[C-:11]#[N:12].[Na+]. Product: [C:11]([CH2:2][CH:3]([OH:10])[CH2:4][C:5]([O:7][CH2:8][CH3:9])=[O:6])#[N:12]. The catalyst class is: 16. (6) Reactant: [Cl:1]N1C(=O)CCC1=O.[CH2:9]([O:16][C:17]1[C:18]([NH:24][C:25]2[S:26][CH:27]=[C:28]([CH2:30][CH3:31])[N:29]=2)=[N:19][CH:20]=[C:21]([Br:23])[CH:22]=1)[C:10]1[CH:15]=[CH:14][CH:13]=[CH:12][CH:11]=1.C(OCC)(=O)C. Product: [CH2:9]([O:16][C:17]1[C:18]([NH:24][C:25]2[S:26][C:27]([Cl:1])=[C:28]([CH2:30][CH3:31])[N:29]=2)=[N:19][CH:20]=[C:21]([Br:23])[CH:22]=1)[C:10]1[CH:11]=[CH:12][CH:13]=[CH:14][CH:15]=1. The catalyst class is: 10. (7) Reactant: [NH2:1][C:2]1[CH:7]=[CH:6][C:5]([S:8][C:9]2[CH:14]=[CH:13][C:12]([NH:15][C:16](=[O:24])[C:17]3[CH:22]=[CH:21][C:20]([F:23])=[CH:19][CH:18]=3)=[CH:11][C:10]=2[N+:25]([O-:27])=[O:26])=[CH:4][CH:3]=1.N1C=CC=CC=1.Cl[C:35]([O:37][CH2:38][C:39]([Cl:42])([Cl:41])[Cl:40])=[O:36].O. Product: [Cl:40][C:39]([Cl:42])([Cl:41])[CH2:38][O:37][C:35](=[O:36])[NH:1][C:2]1[CH:7]=[CH:6][C:5]([S:8][C:9]2[CH:14]=[CH:13][C:12]([NH:15][C:16](=[O:24])[C:17]3[CH:22]=[CH:21][C:20]([F:23])=[CH:19][CH:18]=3)=[CH:11][C:10]=2[N+:25]([O-:27])=[O:26])=[CH:4][CH:3]=1. The catalyst class is: 4.